The task is: Predict the reaction yield, written as a fraction of the theoretical maximum amount of product (1.0 means a 100% yield; for example, 0.34 means a 34% yield).. This data is from Buchwald-Hartwig C-N cross coupling reaction yields with 55,370 reactions. The reactants are Brc1cccnc1.Cc1ccc(N)cc1.O=S(=O)(O[Pd]1c2ccccc2-c2ccccc2N~1)C(F)(F)F.CC(C)c1cc(C(C)C)c(-c2ccccc2P(C(C)(C)C)C(C)(C)C)c(C(C)C)c1.CN(C)C(=NC(C)(C)C)N(C)C.CCOC(=O)c1cnoc1C. No catalyst specified. The product is Cc1ccc(Nc2cccnc2)cc1. The yield is 0.304.